From a dataset of Forward reaction prediction with 1.9M reactions from USPTO patents (1976-2016). Predict the product of the given reaction. (1) Given the reactants [CH:1]([C:3]1[CH:8]=[CH:7][C:6]([C:9]2[C:18]3[CH:17]=[C:16]([C:19]([O:21][CH3:22])=[O:20])[CH:15]=[CH:14][C:13]=3[CH2:12][CH2:11][CH:10]=2)=[CH:5][CH:4]=1)=O.Cl.[CH3:24][NH:25][CH3:26].C(O)(=O)C.C(O[BH-](OC(=O)C)OC(=O)C)(=O)C.[Na+], predict the reaction product. The product is: [CH3:24][N:25]([CH2:1][C:3]1[CH:8]=[CH:7][C:6]([C:9]2[C:18]3[CH:17]=[C:16]([C:19]([O:21][CH3:22])=[O:20])[CH:15]=[CH:14][C:13]=3[CH2:12][CH2:11][CH:10]=2)=[CH:5][CH:4]=1)[CH3:26]. (2) Given the reactants [S:1]1[CH:5]=[CH:4][CH:3]=[C:2]1[CH:6]=O.[O:8]1[CH2:12][CH2:11][CH2:10][CH:9]1[CH2:13][NH2:14].[C:15]1(=[O:26])[O:21][C:19](=O)[C:18]2=[CH:22][CH:23]=[CH:24][CH:25]=[C:17]2[CH2:16]1.[CH3:27][O:28][C:29]1[CH:30]=[C:31]([CH:33]=[CH:34][CH:35]=1)[NH2:32], predict the reaction product. The product is: [CH3:27][O:28][C:29]1[CH:30]=[C:31]([NH:32][C:15]([CH:16]2[C:17]3[C:18](=[CH:22][CH:23]=[CH:24][CH:25]=3)[C:19](=[O:21])[N:14]([CH2:13][CH:9]3[CH2:10][CH2:11][CH2:12][O:8]3)[CH:6]2[C:2]2[S:1][CH:5]=[CH:4][CH:3]=2)=[O:26])[CH:33]=[CH:34][CH:35]=1.